This data is from Reaction yield outcomes from USPTO patents with 853,638 reactions. The task is: Predict the reaction yield, written as a fraction of the theoretical maximum amount of product (1.0 means a 100% yield; for example, 0.34 means a 34% yield). (1) The catalyst is CCCCO. The yield is 0.220. The reactants are [Br:1][C:2]1[C:3](F)=[C:4]2[C:10]([NH:11][C:12]([CH:14]3[CH2:18][CH2:17][CH2:16][CH2:15]3)=[O:13])=[CH:9][NH:8][C:5]2=[N:6][CH:7]=1.[NH:20]1[CH2:25][CH2:24][CH2:23][C@@H:22]([NH:26][C:27](=[O:33])[O:28][C:29]([CH3:32])([CH3:31])[CH3:30])[CH2:21]1. The product is [Br:1][C:2]1[C:3]([N:20]2[CH2:25][CH2:24][CH2:23][C@@H:22]([NH:26][C:27](=[O:33])[O:28][C:29]([CH3:31])([CH3:30])[CH3:32])[CH2:21]2)=[C:4]2[C:10]([NH:11][C:12]([CH:14]3[CH2:18][CH2:17][CH2:16][CH2:15]3)=[O:13])=[CH:9][NH:8][C:5]2=[N:6][CH:7]=1. (2) The reactants are [CH3:1][O:2][CH2:3][CH2:4][O:5][CH2:6][CH2:7][O:8][CH2:9][CH2:10][C:11]1[CH:16]=[CH:15][C:14]([N+:17]([O-])=O)=[CH:13][CH:12]=1. The yield is 0.980. The product is [CH3:1][O:2][CH2:3][CH2:4][O:5][CH2:6][CH2:7][O:8][CH2:9][CH2:10][C:11]1[CH:16]=[CH:15][C:14]([NH2:17])=[CH:13][CH:12]=1. The catalyst is C(O)C.[Pd].